Predict the reactants needed to synthesize the given product. From a dataset of Full USPTO retrosynthesis dataset with 1.9M reactions from patents (1976-2016). (1) Given the product [Cl:9][C:10]1[N:15]=[C:14]([NH:18][C:19]2[CH:26]=[CH:25][C:22]([CH2:23][OH:24])=[CH:21][CH:20]=2)[C:13]([F:17])=[CH:12][N:11]=1, predict the reactants needed to synthesize it. The reactants are: FC1C(N)=NC=NC=1.[Cl:9][C:10]1[N:15]=[C:14](Cl)[C:13]([F:17])=[CH:12][N:11]=1.[NH2:18][C:19]1[CH:26]=[CH:25][C:22]([CH2:23][OH:24])=[CH:21][CH:20]=1. (2) The reactants are: [CH3:1][O:2][C:3]1[CH:8]=[CH:7][C:6]([N:9]2[C:13]([C:14]([F:17])([F:16])[F:15])=[N:12][N:11]=[N:10]2)=[CH:5][C:4]=1[C:18](=O)[CH3:19].[NH2:21][C@H:22]1[CH2:27][CH2:26][N:25]([C:28]([O:30][C:31]([CH3:34])([CH3:33])[CH3:32])=[O:29])[CH2:24][C@H:23]1[C:35]1[CH:40]=[CH:39][CH:38]=[CH:37][CH:36]=1.CCN(CC)CC.[BH3-]C#N.[Na+]. Given the product [CH3:1][O:2][C:3]1[CH:8]=[CH:7][C:6]([N:9]2[C:13]([C:14]([F:17])([F:16])[F:15])=[N:12][N:11]=[N:10]2)=[CH:5][C:4]=1[C@H:18]([NH:21][C@H:22]1[CH2:27][CH2:26][N:25]([C:28]([O:30][C:31]([CH3:34])([CH3:33])[CH3:32])=[O:29])[CH2:24][C@H:23]1[C:35]1[CH:36]=[CH:37][CH:38]=[CH:39][CH:40]=1)[CH3:19], predict the reactants needed to synthesize it. (3) Given the product [CH2:1]([N:8]1[CH2:12][C@@H:11]([NH:13][CH2:14][C:15]2[CH:20]=[CH:19][C:18]([F:21])=[CH:17][C:16]=2[F:22])[CH2:10][C@H:9]1[C:30]([N:46]1[CH2:45][CH2:44][N:43]([C:37]2[CH:38]=[C:39]([O:41][CH3:42])[CH:40]=[C:35]([O:34][CH3:33])[CH:36]=2)[CH2:48][CH2:47]1)=[O:31])[C:2]1[CH:7]=[CH:6][CH:5]=[CH:4][CH:3]=1, predict the reactants needed to synthesize it. The reactants are: [CH2:1]([N:8]1[CH2:12][CH:11]([N:13](C(OC(C)(C)C)=O)[CH2:14][C:15]2[CH:20]=[CH:19][C:18]([F:21])=[CH:17][C:16]=2[F:22])[CH2:10][CH:9]1[C:30](O)=[O:31])[C:2]1[CH:7]=[CH:6][CH:5]=[CH:4][CH:3]=1.[CH3:33][O:34][C:35]1[CH:36]=[C:37]([N:43]2[CH2:48][CH2:47][NH:46][CH2:45][CH2:44]2)[CH:38]=[C:39]([O:41][CH3:42])[CH:40]=1. (4) Given the product [F:1][CH:2]([F:20])[O:3][C:4]1[CH:5]=[C:6]2[C:10](=[CH:11][CH:12]=1)[N:9]([CH2:13][CH2:14][CH2:15][N:16]([CH3:18])[CH3:17])[N:8]=[C:7]2[Sn:30]([CH2:32][CH2:33][CH2:34][CH3:35])([CH2:36][CH2:37][CH2:38][CH3:39])[CH2:26][CH2:27][CH2:28][CH3:29], predict the reactants needed to synthesize it. The reactants are: [F:1][CH:2]([F:20])[O:3][C:4]1[CH:5]=[C:6]2[C:10](=[CH:11][CH:12]=1)[N:9]([CH2:13][CH2:14][CH2:15][N:16]([CH3:18])[CH3:17])[N:8]=[C:7]2I.C([Mg]Cl)(C)C.[CH2:26]([Sn:30]([CH2:36][CH2:37][CH2:38][CH3:39])([CH2:32][CH2:33][CH2:34][CH3:35])Cl)[CH2:27][CH2:28][CH3:29]. (5) Given the product [C:1]([O:5][C:6](=[O:27])[NH:7][C:8]1[S:9][C@:10]2([CH2:25][O:26][CH:29]([CH3:31])[CH3:30])[C@H:12]([C@:13]([C:17]3[CH:22]=[C:21]([Br:23])[CH:20]=[CH:19][C:18]=3[F:24])([CH2:15][F:16])[N:14]=1)[CH2:11]2)([CH3:4])([CH3:2])[CH3:3], predict the reactants needed to synthesize it. The reactants are: [C:1]([O:5][C:6](=[O:27])[NH:7][C:8]1[S:9][C@:10]2([CH2:25][OH:26])[C@H:12]([C@:13]([C:17]3[CH:22]=[C:21]([Br:23])[CH:20]=[CH:19][C:18]=3[F:24])([CH2:15][F:16])[N:14]=1)[CH2:11]2)([CH3:4])([CH3:3])[CH3:2].I[CH:29]([CH3:31])[CH3:30].